This data is from Reaction yield outcomes from USPTO patents with 853,638 reactions. The task is: Predict the reaction yield, written as a fraction of the theoretical maximum amount of product (1.0 means a 100% yield; for example, 0.34 means a 34% yield). (1) The reactants are [CH3:1][O:2][C:3]1[CH:8]=[CH:7][CH:6]=[C:5]([C:9]([F:12])([F:11])[F:10])[C:4]=1[OH:13].C1N2CN3CN(C2)CN1C3.[C:24](O)(C(F)(F)F)=[O:25]. No catalyst specified. The product is [OH:13][C:4]1[C:5]([C:9]([F:11])([F:10])[F:12])=[CH:6][C:7]([CH:24]=[O:25])=[CH:8][C:3]=1[O:2][CH3:1]. The yield is 0.340. (2) The reactants are [F:1][C:2]1[CH:3]=[CH:4][C:5]([CH2:8][O:9][C:10]2[CH:15]=[CH:14][N+:13]([O-])=[CH:12][CH:11]=2)=[N:6][CH:7]=1.C(OC(=O)C)(=[O:19])C. No catalyst specified. The product is [F:1][C:2]1[CH:3]=[CH:4][C:5]([CH2:8][O:9][C:10]2[CH:15]=[CH:14][NH:13][C:12](=[O:19])[CH:11]=2)=[N:6][CH:7]=1. The yield is 0.730. (3) The reactants are [C:1]([O:5][C:6](=[O:18])[NH:7][C:8]1[C:9]2[N:10]([N:15]=[CH:16][CH:17]=2)[C:11](I)=[CH:12][CH:13]=1)([CH3:4])([CH3:3])[CH3:2].[CH3:19][N:20](C=O)C. The catalyst is [C-]#N.[Zn+2].[C-]#N.[Pd].C1(P(C2C=CC=CC=2)C2C=CC=CC=2)C=CC=CC=1.C1(P(C2C=CC=CC=2)C2C=CC=CC=2)C=CC=CC=1.C1(P(C2C=CC=CC=2)C2C=CC=CC=2)C=CC=CC=1.C1(P(C2C=CC=CC=2)C2C=CC=CC=2)C=CC=CC=1. The product is [C:1]([O:5][C:6](=[O:18])[NH:7][C:8]1[C:9]2[N:10]([N:15]=[CH:16][CH:17]=2)[C:11]([C:19]#[N:20])=[CH:12][CH:13]=1)([CH3:4])([CH3:3])[CH3:2]. The yield is 0.930. (4) The reactants are Br[C:2]1[CH:3]=[C:4]([C@H:8]([NH:13][C@@H:14]([CH2:27][CH:28]([CH3:30])[CH3:29])[C:15]([N:17]2[CH2:21][C@H:20]([F:22])[C@H:19]3[O:23][CH2:24][C@H:25]([OH:26])[C@@H:18]23)=[O:16])[C:9]([F:12])([F:11])[F:10])[CH:5]=[CH:6][CH:7]=1.[N:31]1[CH:36]=[CH:35][C:34](B(O)O)=[CH:33][CH:32]=1. No catalyst specified. The product is [F:22][C@H:20]1[CH2:21][N:17]([C:15](=[O:16])[C@@H:14]([NH:13][C@@H:8]([C:4]2[CH:5]=[CH:6][CH:7]=[C:2]([C:34]3[CH:35]=[CH:36][N:31]=[CH:32][CH:33]=3)[CH:3]=2)[C:9]([F:12])([F:11])[F:10])[CH2:27][CH:28]([CH3:30])[CH3:29])[C@@H:18]2[C@@H:25]([OH:26])[CH2:24][O:23][C@H:19]12. The yield is 0.470. (5) The reactants are [CH3:1][O:2][C:3]1[C:4]([N+:21]([O-])=O)=[C:5]([CH:8]=[CH:9][C:10]=1[O:11][CH2:12][CH2:13][CH2:14][N:15]1[CH2:20][CH2:19][O:18][CH2:17][CH2:16]1)[C:6]#[N:7].O. The catalyst is C(O)(=O)C.[Fe]. The product is [NH2:21][C:4]1[C:3]([O:2][CH3:1])=[C:10]([O:11][CH2:12][CH2:13][CH2:14][N:15]2[CH2:16][CH2:17][O:18][CH2:19][CH2:20]2)[CH:9]=[CH:8][C:5]=1[C:6]#[N:7]. The yield is 0.920. (6) The product is [Cl:1][C:2]1[C:3]([C:23]2[N:27]3[CH:28]=[CH:29][CH:30]=[CH:31][C:26]3=[N:25][CH:24]=2)=[N:4][C:5]([NH:8][C:9]2[CH:14]=[CH:13][C:12]([N:15]3[CH2:16][CH2:17][N:18]([CH2:39][C:40]([N:42]([CH3:44])[CH3:43])=[O:41])[CH2:19][CH2:20]3)=[CH:11][C:10]=2[O:21][CH3:22])=[N:6][CH:7]=1. The catalyst is CN(C=O)C. The reactants are [Cl:1][C:2]1[C:3]([C:23]2[N:27]3[CH:28]=[CH:29][CH:30]=[CH:31][C:26]3=[N:25][CH:24]=2)=[N:4][C:5]([NH:8][C:9]2[CH:14]=[CH:13][C:12]([N:15]3[CH2:20][CH2:19][NH:18][CH2:17][CH2:16]3)=[CH:11][C:10]=2[O:21][CH3:22])=[N:6][CH:7]=1.C(=O)([O-])[O-].[Cs+].[Cs+].Cl[CH2:39][C:40]([N:42]([CH3:44])[CH3:43])=[O:41]. The yield is 0.410. (7) The product is [CH3:1][O:2][C:3]1[CH:12]=[CH:11][C:10]([CH2:13][NH:14][S:15]([CH3:18])(=[O:17])=[O:16])=[CH:9][C:4]=1[C:5]([OH:7])=[O:6]. The yield is 0.590. The catalyst is C1COCC1. The reactants are [CH3:1][O:2][C:3]1[CH:12]=[CH:11][C:10]([CH2:13][NH:14][S:15]([CH3:18])(=[O:17])=[O:16])=[CH:9][C:4]=1[C:5]([O:7]C)=[O:6].[Li+].[OH-].CCOC(C)=O.Cl. (8) The reactants are [Cl:1][C:2]1[CH:7]=[CH:6][C:5]([CH:8]2[CH:12]([C:13]3[CH:18]=[CH:17][C:16]([Cl:19])=[CH:15][CH:14]=3)[N:11]([C:20]([N:22]3[CH2:27][CH2:26][N:25]([C:28](=[O:31])[CH2:29]Cl)[CH2:24][CH2:23]3)=[O:21])[C:10]([C:32]3[CH:37]=[CH:36][C:35]([C:38]([F:41])([F:40])[F:39])=[CH:34][C:33]=3[O:42][CH2:43][CH3:44])=[N:9]2)=[CH:4][CH:3]=1.[CH:45]([N:48](C(C)C)[CH2:49]C)(C)C.CNC. The catalyst is C(Cl)Cl. The product is [Cl:1][C:2]1[CH:3]=[CH:4][C:5]([CH:8]2[CH:12]([C:13]3[CH:18]=[CH:17][C:16]([Cl:19])=[CH:15][CH:14]=3)[N:11]([C:20]([N:22]3[CH2:27][CH2:26][N:25]([C:28](=[O:31])[CH2:29][N:48]([CH3:49])[CH3:45])[CH2:24][CH2:23]3)=[O:21])[C:10]([C:32]3[CH:37]=[CH:36][C:35]([C:38]([F:40])([F:39])[F:41])=[CH:34][C:33]=3[O:42][CH2:43][CH3:44])=[N:9]2)=[CH:6][CH:7]=1. The yield is 0.920.